Dataset: Forward reaction prediction with 1.9M reactions from USPTO patents (1976-2016). Task: Predict the product of the given reaction. (1) Given the reactants [CH3:1][O:2][C:3]1[CH:8]=[C:7](C)[CH:6]=[CH:5][C:4]=1[S:10]([NH2:13])(=[O:12])=[O:11].[C:14]([O-:17])(O)=[O:15].[Na+].[O-][Mn](=O)(=O)=O.[K+], predict the reaction product. The product is: [CH3:1][O:2][C:3]1[CH:8]=[C:7]([CH:6]=[CH:5][C:4]=1[S:10](=[O:12])(=[O:11])[NH2:13])[C:14]([OH:17])=[O:15]. (2) Given the reactants Cl.[NH2:2][C@H:3]1[CH2:8][CH2:7][C@H:6]([NH:9][C:10](=[O:27])[C:11]2[CH:16]=[C:15]([F:17])[CH:14]=[N:13][C:12]=2[O:18][C:19]2[CH:24]=[CH:23][CH:22]=[C:21]([S:25][CH3:26])[CH:20]=2)[CH2:5][CH2:4]1.C(N(CC)CC)C.[N:35]1[CH:40]=[CH:39][CH:38]=[CH:37][C:36]=1[C:41](O)=[O:42].Cl.CN(C)CCCN=C=NCC.ON1C2C=CC=CC=2N=N1, predict the reaction product. The product is: [F:17][C:15]1[CH:16]=[C:11]([C:10]([NH:9][C@H:6]2[CH2:7][CH2:8][C@H:3]([NH:2][C:41]([C:36]3[CH:37]=[CH:38][CH:39]=[CH:40][N:35]=3)=[O:42])[CH2:4][CH2:5]2)=[O:27])[C:12]([O:18][C:19]2[CH:24]=[CH:23][CH:22]=[C:21]([S:25][CH3:26])[CH:20]=2)=[N:13][CH:14]=1. (3) The product is: [Cl:44][C:2]1[CH:7]=[CH:6][C:5]([CH:8]([C:36]2[CH:37]=[CH:38][C:39]([Cl:42])=[CH:40][CH:41]=2)[C:9]2[CH:10]=[C:11]3[C:16](=[CH:17][CH:18]=2)[N:15]=[CH:14][N:43]=[C:12]3[NH:19][CH:20]2[CH2:25][CH2:24][N:23]([CH2:26][C:27]3[CH:28]=[C:29]([CH:33]=[CH:34][CH:35]=3)[C:30]([NH2:46])=[O:32])[CH2:22][CH2:21]2)=[CH:4][CH:3]=1. Given the reactants Cl[C:2]1[CH:7]=[CH:6][C:5]([CH:8]([C:36]2[CH:41]=[CH:40][C:39]([Cl:42])=[CH:38][CH:37]=2)[C:9]2[CH:10]=[C:11]3[C:16](=[CH:17][CH:18]=2)[N:15]=[CH:14]N=[C:12]3[NH:19][CH:20]2[CH2:25][CH2:24][N:23]([CH2:26][C:27]3[CH:28]=[C:29]([CH:33]=[CH:34][CH:35]=3)[C:30]([OH:32])=O)[CH2:22][CH2:21]2)=[CH:4][CH:3]=1.[NH4+:43].[Cl-:44].C[N:46](C(ON1N=NC2C=CC=NC1=2)=[N+](C)C)C.F[P-](F)(F)(F)(F)F.CCN(C(C)C)C(C)C, predict the reaction product. (4) Given the reactants [Cl:1][C:2]1[CH:7]=[CH:6][CH:5]=[CH:4][C:3]=1[CH2:8][CH2:9][NH:10][C:11](=[O:16])[C:12]([F:15])([F:14])[F:13].[N+:17]([C:20]1[CH:21]=[C:22]([S:26](Cl)(=[O:28])=[O:27])[CH:23]=[CH:24][CH:25]=1)([O-:19])=[O:18].Cl[Al](Cl)Cl, predict the reaction product. The product is: [Cl:1][C:2]1[CH:7]=[C:6]([S:26]([C:22]2[CH:23]=[CH:24][CH:25]=[C:20]([N+:17]([O-:19])=[O:18])[CH:21]=2)(=[O:27])=[O:28])[CH:5]=[CH:4][C:3]=1[CH2:8][CH2:9][NH:10][C:11](=[O:16])[C:12]([F:14])([F:15])[F:13].